Dataset: Catalyst prediction with 721,799 reactions and 888 catalyst types from USPTO. Task: Predict which catalyst facilitates the given reaction. (1) Reactant: [CH:1]1([CH2:7][CH:8]([C:10]2[CH:15]=[CH:14][C:13]([C:16]3[CH:21]=[CH:20][C:19]([C:22]([F:25])([F:24])[F:23])=[CH:18][CH:17]=3)=[CH:12][CH:11]=2)[OH:9])[CH2:6][CH2:5][CH2:4][CH2:3][CH2:2]1.[CH3:26][O:27][C:28](=[O:41])[CH2:29][CH2:30][NH:31][C:32](=[O:40])[C:33]1[CH:38]=[CH:37][C:36](O)=[CH:35][CH:34]=1.C1(P(C2C=CC=CC=2)C2C=CC=CC=2)C=CC=CC=1.N(C(N1CCCCC1)=O)=NC(N1CCCCC1)=O. Product: [CH3:26][O:27][C:28](=[O:41])[CH2:29][CH2:30][NH:31][C:32](=[O:40])[C:33]1[CH:38]=[CH:37][C:36]([O:9][CH:8]([C:10]2[CH:15]=[CH:14][C:13]([C:16]3[CH:21]=[CH:20][C:19]([C:22]([F:23])([F:24])[F:25])=[CH:18][CH:17]=3)=[CH:12][CH:11]=2)[CH2:7][CH:1]2[CH2:6][CH2:5][CH2:4][CH2:3][CH2:2]2)=[CH:35][CH:34]=1. The catalyst class is: 11. (2) Reactant: Cl.Cl.[NH2:3][CH:4]1[CH2:9][CH2:8][N:7]([C:10]2[C:20]([Cl:21])=[CH:19][C:13]([C:14]([O:16][CH2:17][CH3:18])=[O:15])=[CH:12][N:11]=2)[CH2:6][CH2:5]1.[C:22]1([N:28]=[C:29]=[O:30])[CH:27]=[CH:26][CH:25]=[CH:24][CH:23]=1. Product: [NH:28]([C:29]([NH:3][CH:4]1[CH2:5][CH2:6][N:7]([C:10]2[C:20]([Cl:21])=[CH:19][C:13]([C:14]([O:16][CH2:17][CH3:18])=[O:15])=[CH:12][N:11]=2)[CH2:8][CH2:9]1)=[O:30])[C:22]1[CH:27]=[CH:26][CH:25]=[CH:24][CH:23]=1. The catalyst class is: 2. (3) Reactant: [C:1]1([NH:7][C:8]2[S:9][C:10]([C:13]3[CH:18]=[CH:17][C:16]([OH:19])=[CH:15][CH:14]=3)=[CH:11][N:12]=2)[CH:6]=[CH:5][CH:4]=[CH:3][CH:2]=1.Cl.Cl[CH2:22][CH2:23][CH2:24][N:25]([CH3:27])[CH3:26].CC(C)([O-])C.[Na+]. Product: [CH3:26][N:25]([CH3:27])[CH2:24][CH2:23][CH2:22][O:19][C:16]1[CH:15]=[CH:14][C:13]([C:10]2[S:9][C:8]([NH:7][C:1]3[CH:2]=[CH:3][CH:4]=[CH:5][CH:6]=3)=[N:12][CH:11]=2)=[CH:18][CH:17]=1. The catalyst class is: 51. (4) Reactant: [Br:1][C:2]1[CH:7]=[CH:6][CH:5]=[C:4]([Br:8])[N:3]=1.[OH:9]O. Product: [Br:1][C:2]1[CH:7]=[CH:6][CH:5]=[C:4]([Br:8])[N+:3]=1[O-:9]. The catalyst class is: 55. (5) Reactant: Br[C:2]1[CH:11]=[C:10]2[C:5]([N:6](C(=O)C(F)(F)F)[C@@H:7]([CH3:20])[CH2:8][N:9]2[C:12]([O:14][CH:15]2[CH2:19][CH2:18][CH2:17][CH2:16]2)=[O:13])=[CH:4][CH:3]=1.[CH:27]1([N:30]2[CH:34]=[C:33](B3OC(C)(C)C(C)(C)O3)[CH:32]=[N:31]2)[CH2:29][CH2:28]1.CC(C1C=C(C(C)C)C(C2C=CC=CC=2P(C2CCCCC2)C2CCCCC2)=C(C(C)C)C=1)C.C(=O)([O-])[O-].[Cs+].[Cs+]. Product: [CH:27]1([N:30]2[CH:34]=[C:33]([C:2]3[CH:11]=[C:10]4[C:5]([NH:6][C@@H:7]([CH3:20])[CH2:8][N:9]4[C:12]([O:14][CH:15]4[CH2:16][CH2:17][CH2:18][CH2:19]4)=[O:13])=[CH:4][CH:3]=3)[CH:32]=[N:31]2)[CH2:29][CH2:28]1. The catalyst class is: 333. (6) Reactant: [Cl:1][C:2]1[C:7]([NH:8][C:9](=[O:20])[C:10]2[CH:15]=[CH:14][CH:13]=[CH:12][C:11]=2[C:16]([F:19])([F:18])[F:17])=[CH:6][CH:5]=[CH:4][N:3]=1.[C:21](=O)([O-])[O-].[K+].[K+].CI. Product: [Cl:1][C:2]1[C:7]([N:8]([CH3:21])[C:9](=[O:20])[C:10]2[CH:15]=[CH:14][CH:13]=[CH:12][C:11]=2[C:16]([F:18])([F:19])[F:17])=[CH:6][CH:5]=[CH:4][N:3]=1. The catalyst class is: 8. (7) Reactant: [C:1](Cl)(Cl)=[O:2].C1(C)C=CC=CC=1.Cl.[CH3:13][N:14]1[CH2:19][CH2:18][N:17]([C:20]2[CH:25]=[C:24]([C:26]3[CH:35]=[C:34]4[C:29]([CH2:30][CH2:31][NH:32][CH2:33]4)=[CH:28][CH:27]=3)[N:23]=[C:22]([NH2:36])[N:21]=2)[CH2:16][CH2:15]1.C(N(CC)CC)C.[CH3:44][C:45]1[C:46]([N:51]2[CH2:56][CH2:55][CH:54]([NH2:57])[CH2:53][CH2:52]2)=[N:47][CH:48]=[CH:49][CH:50]=1. Product: [NH2:36][C:22]1[N:23]=[C:24]([C:26]2[CH:35]=[C:34]3[C:29]([CH2:30][CH2:31][N:32]([C:1]([NH:57][CH:54]4[CH2:55][CH2:56][N:51]([C:46]5[C:45]([CH3:44])=[CH:50][CH:49]=[CH:48][N:47]=5)[CH2:52][CH2:53]4)=[O:2])[CH2:33]3)=[CH:28][CH:27]=2)[CH:25]=[C:20]([N:17]2[CH2:16][CH2:15][N:14]([CH3:13])[CH2:19][CH2:18]2)[N:21]=1. The catalyst class is: 10. (8) Reactant: [F:1][CH:2]([F:22])[C:3]1[NH:7][C:6]2[CH:8]=[C:9]([NH:14][C:15](=[O:21])[O:16][C:17]([CH3:20])([CH3:19])[CH3:18])[CH:10]=[C:11]([O:12][CH3:13])[C:5]=2[N:4]=1.[Cl:23][C:24]1[N:29]=[C:28](Cl)[N:27]=[C:26]([N:31]2[CH2:36][CH2:35][O:34][CH2:33][CH2:32]2)[N:25]=1.C([O-])([O-])=O.[K+].[K+]. Product: [Cl:23][C:24]1[N:25]=[C:26]([N:31]2[CH2:32][CH2:33][O:34][CH2:35][CH2:36]2)[N:27]=[C:28]([N:7]2[C:6]3[CH:8]=[C:9]([NH:14][C:15](=[O:21])[O:16][C:17]([CH3:19])([CH3:18])[CH3:20])[CH:10]=[C:11]([O:12][CH3:13])[C:5]=3[N:4]=[C:3]2[CH:2]([F:1])[F:22])[N:29]=1. The catalyst class is: 18.